Dataset: Reaction yield outcomes from USPTO patents with 853,638 reactions. Task: Predict the reaction yield, written as a fraction of the theoretical maximum amount of product (1.0 means a 100% yield; for example, 0.34 means a 34% yield). (1) The reactants are Cl.[Cl:2][C:3]1[CH:4]=[C:5]2[C:9](=[CH:10][CH:11]=1)[NH:8][CH:7]=[C:6]2[CH2:12][CH2:13][NH2:14].[O:15]1[CH2:20][CH2:19][N:18]([C:21]2[CH:29]=[CH:28][C:24]([C:25](Cl)=[O:26])=[CH:23][N:22]=2)[CH2:17][CH2:16]1.C(N(CC)CC)C. The catalyst is ClCCl. The product is [Cl:2][C:3]1[CH:4]=[C:5]2[C:9](=[CH:10][CH:11]=1)[NH:8][CH:7]=[C:6]2[CH2:12][CH2:13][NH:14][C:25](=[O:26])[C:24]1[CH:28]=[CH:29][C:21]([N:18]2[CH2:17][CH2:16][O:15][CH2:20][CH2:19]2)=[N:22][CH:23]=1. The yield is 0.570. (2) The reactants are [Si:1]([O:8]S(C(F)(F)F)(=O)=O)([C:4]([CH3:7])([CH3:6])[CH3:5])([CH3:3])[CH3:2].[C:16]([O-:19])(O)=[O:17].[Na+]. The product is [C:4]([Si:1]([CH3:3])([CH3:2])[O:19][C:16]([O:8][Si:1]([CH3:3])([CH3:2])[C:4]([CH3:7])([CH3:6])[CH3:5])=[O:17])([CH3:7])([CH3:6])[CH3:5]. The catalyst is N1C=CC=CC=1.CCCCCC. The yield is 0.980. (3) The reactants are [Br:1][C:2]1[N:6]([CH2:7][C:8]2[CH:16]=[CH:15][C:11]([C:12]([OH:14])=O)=[CH:10][CH:9]=2)[N:5]=[CH:4][CH:3]=1.[NH:17]1[CH2:21][CH2:20][CH2:19][CH2:18]1.C(Cl)CCl.C1C=CC2N(O)N=NC=2C=1. The catalyst is C(Cl)Cl. The product is [Br:1][C:2]1[N:6]([CH2:7][C:8]2[CH:9]=[CH:10][C:11]([C:12]([N:17]3[CH2:21][CH2:20][CH2:19][CH2:18]3)=[O:14])=[CH:15][CH:16]=2)[N:5]=[CH:4][CH:3]=1. The yield is 0.990. (4) The reactants are [Br:1][C:2]1[CH:11]=[CH:10][CH:9]=[C:8]2[C:3]=1[CH2:4][CH2:5][N:6](C(OCC)=O)[CH:7]2[C:12]([OH:14])=[O:13].[CH3:20]CO.[OH-].[Na+].S(Cl)(Cl)=O. The catalyst is O1CCOCC1. The product is [Br:1][C:2]1[CH:11]=[CH:10][CH:9]=[C:8]2[C:3]=1[CH2:4][CH2:5][NH:6][CH:7]2[C:12]([O:14][CH3:20])=[O:13]. The yield is 0.800. (5) The product is [OH:25][CH:24]1[O:6][C:2](=[O:5])[CH:3]=[C:23]1[C:20]1[CH:21]=[CH:22][C:17]([O:16][CH3:15])=[CH:18][CH:19]=1. The catalyst is O1CCOCC1. The reactants are O.[C:2]([OH:6])(=[O:5])[CH:3]=O.Cl.N1CCOCC1.O.[CH3:15][O:16][C:17]1[CH:22]=[CH:21][C:20]([CH2:23][CH:24]=[O:25])=[CH:19][CH:18]=1. The yield is 0.980.